Dataset: Reaction yield outcomes from USPTO patents with 853,638 reactions. Task: Predict the reaction yield, written as a fraction of the theoretical maximum amount of product (1.0 means a 100% yield; for example, 0.34 means a 34% yield). The reactants are CC1(C)C(C)(C)OB([C:9]2[CH:10]=[N:11][N:12](C(OC(C)(C)C)=O)[CH:13]=2)O1.[NH2:22][C@H:23]1[CH2:28][CH2:27][C@H:26]([NH:29][C:30]2[N:35]=[C:34]([NH:36][C:37]3[S:38][C:39]4[C:44]([N:45]=3)=[CH:43][CH:42]=[C:41](Cl)[N:40]=4)[CH:33]=[C:32]([CH2:47][C:48]3[CH:53]=[CH:52][CH:51]=[CH:50][CH:49]=3)[N:31]=2)[CH2:25][CH2:24]1.C(=O)([O-])[O-].[Cs+].[Cs+]. The catalyst is O1CCOCC1.O.C1C=CC([P]([Pd]([P](C2C=CC=CC=2)(C2C=CC=CC=2)C2C=CC=CC=2)([P](C2C=CC=CC=2)(C2C=CC=CC=2)C2C=CC=CC=2)[P](C2C=CC=CC=2)(C2C=CC=CC=2)C2C=CC=CC=2)(C2C=CC=CC=2)C2C=CC=CC=2)=CC=1. The product is [NH2:22][C@H:23]1[CH2:28][CH2:27][C@H:26]([NH:29][C:30]2[N:35]=[C:34]([NH:36][C:37]3[S:38][C:39]4[C:44]([N:45]=3)=[CH:43][CH:42]=[C:41]([C:9]3[CH:13]=[N:12][NH:11][CH:10]=3)[N:40]=4)[CH:33]=[C:32]([CH2:47][C:48]3[CH:49]=[CH:50][CH:51]=[CH:52][CH:53]=3)[N:31]=2)[CH2:25][CH2:24]1. The yield is 0.150.